From a dataset of Full USPTO retrosynthesis dataset with 1.9M reactions from patents (1976-2016). Predict the reactants needed to synthesize the given product. (1) Given the product [C:13]([OH:14])(=[O:18])[CH3:8].[CH3:17][O:16][C:9]1[CH:10]=[CH:11][CH:12]=[C:13]([O:14][CH3:15])[C:8]=1[CH2:7][NH:6][C:4]([NH:3][C:1]1[O:18][CH:19]=[C:20]([CH3:21])[N:2]=1)=[NH:5], predict the reactants needed to synthesize it. The reactants are: [C:1]([NH:3][C:4]([NH:6][CH2:7][C:8]1[C:13]([O:14][CH3:15])=[CH:12][CH:11]=[CH:10][C:9]=1[O:16][CH3:17])=[NH:5])#[N:2].[OH:18][CH2:19][C:20](=O)[CH3:21].Cl. (2) The reactants are: Cl.[N:2]1[CH:7]=[CH:6][CH:5]=[CH:4][C:3]=1[C:8]1[CH2:9][CH2:10][NH:11][CH2:12][CH:13]=1.C=O.[CH3:16][C:17]1[CH:18]=[C:19]([CH:23]=[C:24]([CH3:26])[CH:25]=1)[C:20]([NH2:22])=[O:21].[C:27](=O)([O-])[O-].[K+].[K+]. Given the product [N:2]1[CH:7]=[CH:6][CH:5]=[CH:4][C:3]=1[C:8]1[CH2:9][CH2:10][N:11]([CH2:27][NH:22][C:20](=[O:21])[C:19]2[CH:23]=[C:24]([CH3:26])[CH:25]=[C:17]([CH3:16])[CH:18]=2)[CH2:12][CH:13]=1, predict the reactants needed to synthesize it.